This data is from Retrosynthesis with 50K atom-mapped reactions and 10 reaction types from USPTO. The task is: Predict the reactants needed to synthesize the given product. (1) Given the product CCOC(=O)c1cc(C(C)(C)C)n(-c2ccc(F)cc2)c1C, predict the reactants needed to synthesize it. The reactants are: CCOC(=O)c1cc(-c2ccc(F)cc2)n(-c2ccccc2)c1C. (2) Given the product C=CCN1CCCc2cc(C(=O)O)ccc21, predict the reactants needed to synthesize it. The reactants are: C=CCN1CCCc2cc(C(=O)OC)ccc21. (3) Given the product Nc1ccc(Cl)cc1Sc1ccc(Cl)cc1, predict the reactants needed to synthesize it. The reactants are: O=[N+]([O-])c1ccc(Cl)cc1Sc1ccc(Cl)cc1.